Task: Predict the reactants needed to synthesize the given product.. Dataset: Full USPTO retrosynthesis dataset with 1.9M reactions from patents (1976-2016) Given the product [NH:1]1[CH:5]=[CH:4][CH:3]=[C:2]1[C:6]([N:8]1[CH2:12][CH2:11][CH:10]([C:13]2[CH:21]=[CH:20][C:16]([C:17]([NH:47][C:46]([NH:45][C:35]([O:37][CH2:38][C:39]3[CH:44]=[CH:43][CH:42]=[CH:41][CH:40]=3)=[O:36])=[NH:48])=[O:18])=[CH:15][C:14]=2[C:22]([F:25])([F:23])[F:24])[CH2:9]1)=[O:7], predict the reactants needed to synthesize it. The reactants are: [NH:1]1[CH:5]=[CH:4][CH:3]=[C:2]1[C:6]([N:8]1[CH2:12][CH2:11][CH:10]([C:13]2[CH:21]=[CH:20][C:16]([C:17](O)=[O:18])=[CH:15][C:14]=2[C:22]([F:25])([F:24])[F:23])[CH2:9]1)=[O:7].[I-].ClC1C=CC=C[N+]=1C.[C:35]([NH:45][C:46]([NH2:48])=[NH:47])([O:37][CH2:38][C:39]1[CH:44]=[CH:43][CH:42]=[CH:41][CH:40]=1)=[O:36].C(N(CC)C(C)C)(C)C.